Task: Regression. Given two drug SMILES strings and cell line genomic features, predict the synergy score measuring deviation from expected non-interaction effect.. Dataset: NCI-60 drug combinations with 297,098 pairs across 59 cell lines (1) Drug 1: C1CCN(CC1)CCOC2=CC=C(C=C2)C(=O)C3=C(SC4=C3C=CC(=C4)O)C5=CC=C(C=C5)O. Drug 2: COCCOC1=C(C=C2C(=C1)C(=NC=N2)NC3=CC=CC(=C3)C#C)OCCOC.Cl. Cell line: UACC-257. Synergy scores: CSS=-0.212, Synergy_ZIP=1.92, Synergy_Bliss=2.38, Synergy_Loewe=-0.909, Synergy_HSA=-2.18. (2) Drug 1: C1=C(C(=O)NC(=O)N1)N(CCCl)CCCl. Drug 2: C(=O)(N)NO. Cell line: T-47D. Synergy scores: CSS=19.7, Synergy_ZIP=-0.229, Synergy_Bliss=7.12, Synergy_Loewe=-21.3, Synergy_HSA=5.66. (3) Drug 1: CCN(CC)CCNC(=O)C1=C(NC(=C1C)C=C2C3=C(C=CC(=C3)F)NC2=O)C. Drug 2: COCCOC1=C(C=C2C(=C1)C(=NC=N2)NC3=CC=CC(=C3)C#C)OCCOC.Cl. Cell line: SR. Synergy scores: CSS=32.1, Synergy_ZIP=2.67, Synergy_Bliss=-5.20, Synergy_Loewe=-34.9, Synergy_HSA=-6.69.